This data is from Catalyst prediction with 721,799 reactions and 888 catalyst types from USPTO. The task is: Predict which catalyst facilitates the given reaction. Reactant: [Cl:1][C:2]1[CH:26]=[C:25]([Cl:27])[CH:24]=[CH:23][C:3]=1[CH2:4][O:5][C:6]1[CH:11]=[C:10]([O:12][CH:13]([CH3:15])[CH3:14])[CH:9]=[CH:8][C:7]=1[CH2:16][CH2:17][C:18](OCC)=[O:19].[H-].[Al+3].[Li+].[H-].[H-].[H-].O.O.O.O.O.O.O.O.O.O.S([O-])([O-])(=O)=O.[Na+].[Na+]. Product: [Cl:1][C:2]1[CH:26]=[C:25]([Cl:27])[CH:24]=[CH:23][C:3]=1[CH2:4][O:5][C:6]1[CH:11]=[C:10]([O:12][CH:13]([CH3:14])[CH3:15])[CH:9]=[CH:8][C:7]=1[CH2:16][CH2:17][CH2:18][OH:19]. The catalyst class is: 7.